From a dataset of Reaction yield outcomes from USPTO patents with 853,638 reactions. Predict the reaction yield, written as a fraction of the theoretical maximum amount of product (1.0 means a 100% yield; for example, 0.34 means a 34% yield). (1) The reactants are C(=O)([O-])[O-].[K+].[K+].C([O:10][CH2:11][C:12]1[O:13][C:14]([CH:17]([F:19])[F:18])=[CH:15][CH:16]=1)(=O)C. The catalyst is CO. The product is [F:18][CH:17]([F:19])[C:14]1[O:13][C:12]([CH2:11][OH:10])=[CH:16][CH:15]=1. The yield is 0.960. (2) The reactants are [Cl:1][C:2]1[CH:10]=[C:9]2[C:5]([C:6]([C:11](=[O:16])C(F)(F)F)=[CH:7][NH:8]2)=[CH:4][CH:3]=1.C(=O)([O-])[O-].[K+].[K+].I[CH2:24][CH:25]1[CH2:29][CH2:28][CH2:27][CH2:26]1.[OH-:30].[Na+]. The catalyst is CN(C)C=O. The product is [Cl:1][C:2]1[CH:10]=[C:9]2[C:5]([C:6]([C:11]([OH:16])=[O:30])=[CH:7][N:8]2[CH2:24][CH:25]2[CH2:29][CH2:28][CH2:27][CH2:26]2)=[CH:4][CH:3]=1. The yield is 0.980. (3) The reactants are [Mg].Br[C:3]1[CH:8]=[CH:7][CH:6]=[CH:5][C:4]=1[C:9]1[CH:14]=[CH:13][CH:12]=[CH:11][CH:10]=1.[C:15]12([P:25]([C:27]34[CH2:36][CH:31]5[CH2:32][CH:33]([CH2:35][CH:29]([CH2:30]5)[CH2:28]3)[CH2:34]4)Cl)[CH2:24][CH:19]3[CH2:20][CH:21]([CH2:23][CH:17]([CH2:18]3)[CH2:16]1)[CH2:22]2.CCOCC. The catalyst is C1COCC1.CCCCC. The product is [C:15]12([P:25]([C:27]34[CH2:28][CH:29]5[CH2:30][CH:31]([CH2:32][CH:33]([CH2:35]5)[CH2:34]3)[CH2:36]4)[C:3]3[CH:8]=[CH:7][CH:6]=[CH:5][C:4]=3[C:9]3[CH:14]=[CH:13][CH:12]=[CH:11][CH:10]=3)[CH2:16][CH:17]3[CH2:23][CH:21]([CH2:20][CH:19]([CH2:18]3)[CH2:24]1)[CH2:22]2. The yield is 0.0580. (4) The reactants are F[C:2]1[CH:3]=[CH:4][C:5]([N+:8]([O-:10])=[O:9])=[N:6][CH:7]=1.C([O-])([O-])=O.[K+].[K+].Cl.[NH:18]1[CH2:21][CH:20]([OH:22])[CH2:19]1. The catalyst is C(#N)C. The product is [N+:8]([C:5]1[N:6]=[CH:7][C:2]([N:18]2[CH2:21][CH:20]([OH:22])[CH2:19]2)=[CH:3][CH:4]=1)([O-:10])=[O:9]. The yield is 0.730. (5) The reactants are [CH3:1][CH:2]([CH3:7])[CH2:3][CH2:4][C:5]#[N:6].[CH3:8][C:9]1[CH:14]=[C:13]([CH3:15])[CH:12]=[CH:11][C:10]=1[Mg]Br.CO.[BH4-].[Na+]. The catalyst is C1COCC1. The product is [CH3:8][C:9]1[CH:14]=[C:13]([CH3:15])[CH:12]=[CH:11][C:10]=1[CH:5]([NH2:6])[CH2:4][CH2:3][CH:2]([CH3:7])[CH3:1]. The yield is 0.100.